This data is from Peptide-MHC class I binding affinity with 185,985 pairs from IEDB/IMGT. The task is: Regression. Given a peptide amino acid sequence and an MHC pseudo amino acid sequence, predict their binding affinity value. This is MHC class I binding data. The MHC is HLA-B38:01 with pseudo-sequence HLA-B38:01. The peptide sequence is TPRIANRLL. The binding affinity (normalized) is 0.0847.